Predict the product of the given reaction. From a dataset of Forward reaction prediction with 1.9M reactions from USPTO patents (1976-2016). (1) Given the reactants [NH2:1][CH:2]([C:5]1[CH:10]=[CH:9][CH:8]=[CH:7][C:6]=1[Cl:11])[CH2:3][OH:4].[N:12]([C:15]1[CH:20]=[CH:19][C:18]([C:21]2[N:25]=[CH:24][N:23]([C:26]3[CH:31]=[CH:30][C:29]([O:32][C:33]([F:36])([F:35])[F:34])=[CH:28][CH:27]=3)[N:22]=2)=[CH:17][CH:16]=1)=[C:13]=[S:14], predict the reaction product. The product is: [Cl:11][C:6]1[CH:7]=[CH:8][CH:9]=[CH:10][C:5]=1[CH:2]([NH:1][C:13]([NH:12][C:15]1[CH:16]=[CH:17][C:18]([C:21]2[N:25]=[CH:24][N:23]([C:26]3[CH:31]=[CH:30][C:29]([O:32][C:33]([F:36])([F:34])[F:35])=[CH:28][CH:27]=3)[N:22]=2)=[CH:19][CH:20]=1)=[S:14])[CH2:3][OH:4]. (2) The product is: [N+:29]([C@H:19]1[CH2:18][CH2:17][C@H:16]2[C@H:15]3[C@H:24]([CH2:23][CH2:22][C@:20]12[CH3:21])[C@:25]1([CH3:28])[C@H:12]([CH2:11][C@H:10]([OH:2])[CH2:27][CH2:26]1)[CH2:13][CH2:14]3)([O-:31])=[O:30]. Given the reactants Cl.[O:2]([C@@H:10]1[CH2:27][CH2:26][C@@:25]2([CH3:28])[C@@H:12]([CH2:13][CH2:14][C@@H:15]3[C@@H:24]2[CH2:23][CH2:22][C@@:20]2([CH3:21])[C@H:16]3[CH2:17][CH2:18][C@@H:19]2[N+:29]([O-:31])=[O:30])[CH2:11]1)[Si](C(C)(C)C)(C)C, predict the reaction product. (3) The product is: [C:38]([NH:42][C:43]([N:26]1[CH2:25][CH:24]=[C:23]([C:21]2[NH:20][C:16]3=[N:17][CH:18]=[CH:19][C:14]([NH:13][C:9]4[CH:8]=[C:7]5[C:12](=[CH:11][CH:10]=4)[NH:4][N:5]=[CH:6]5)=[C:15]3[CH:22]=2)[CH2:28][CH2:27]1)=[O:44])([CH3:41])([CH3:40])[CH3:39]. Given the reactants Cl.Cl.Cl.[NH:4]1[C:12]2[C:7](=[CH:8][C:9]([NH:13][C:14]3[CH:19]=[CH:18][N:17]=[C:16]4[NH:20][C:21]([C:23]5[CH2:24][CH2:25][NH:26][CH2:27][CH:28]=5)=[CH:22][C:15]=34)=[CH:10][CH:11]=2)[CH:6]=[N:5]1.C(N(CC)C(C)C)(C)C.[C:38]([N:42]=[C:43]=[O:44])([CH3:41])([CH3:40])[CH3:39], predict the reaction product. (4) Given the reactants [O:1]=[C:2]1[N:8]([CH:9]2[CH2:14][CH2:13][N:12]([C:15]([O:17][C@H:18]([CH2:37][C:38]3[CH:47]=[C:46]([CH3:48])[C:41]4[NH:42][C:43](=[O:45])[O:44][C:40]=4[CH:39]=3)[C:19]([N:21]3[CH2:26][CH2:25][CH:24]([CH:27]4[CH2:32][CH2:31][N:30]([CH2:33][C:34]([OH:36])=[O:35])[CH2:29][CH2:28]4)[CH2:23][CH2:22]3)=[O:20])=[O:16])[CH2:11][CH2:10]2)[CH2:7][CH2:6][C:5]2[CH:49]=[CH:50][CH:51]=[CH:52][C:4]=2[NH:3]1.CN(C(ON1N=NC2C=CC=CC1=2)=[N+](C)C)C.[B-](F)(F)(F)F.C(N(CC)CC)C.[N:82]1([CH2:88][CH2:89]O)[CH2:87][CH2:86][O:85][CH2:84][CH2:83]1, predict the reaction product. The product is: [O:1]=[C:2]1[N:8]([CH:9]2[CH2:14][CH2:13][N:12]([C:15]([O:17][C@H:18]([CH2:37][C:38]3[CH:47]=[C:46]([CH3:48])[C:41]4[NH:42][C:43](=[O:45])[O:44][C:40]=4[CH:39]=3)[C:19]([N:21]3[CH2:26][CH2:25][CH:24]([CH:27]4[CH2:32][CH2:31][N:30]([CH2:33][C:34]([O:36][CH2:89][CH2:88][N:82]5[CH2:87][CH2:86][O:85][CH2:84][CH2:83]5)=[O:35])[CH2:29][CH2:28]4)[CH2:23][CH2:22]3)=[O:20])=[O:16])[CH2:11][CH2:10]2)[CH2:7][CH2:6][C:5]2[CH:49]=[CH:50][CH:51]=[CH:52][C:4]=2[NH:3]1. (5) Given the reactants [C:1]([C:3]1[CH:4]=[C:5]([C:10]2[O:14][N:13]=[C:12]([C:15]3[CH:32]=[CH:31][C:18]4[CH2:19][CH2:20][N:21]([C:24]([O:26][C:27]([CH3:30])([CH3:29])[CH3:28])=[O:25])[CH2:22][CH2:23][C:17]=4[CH:16]=3)[N:11]=2)[CH:6]=[CH:7][C:8]=1[OH:9])#[N:2].C(=O)([O-])[O-].[K+].[K+].FC(F)(F)S(O[CH2:45][C:46]([F:49])([F:48])[F:47])(=O)=O, predict the reaction product. The product is: [C:1]([C:3]1[CH:4]=[C:5]([C:10]2[O:14][N:13]=[C:12]([C:15]3[CH:32]=[CH:31][C:18]4[CH2:19][CH2:20][N:21]([C:24]([O:26][C:27]([CH3:28])([CH3:29])[CH3:30])=[O:25])[CH2:22][CH2:23][C:17]=4[CH:16]=3)[N:11]=2)[CH:6]=[CH:7][C:8]=1[O:9][CH2:45][C:46]([F:49])([F:48])[F:47])#[N:2]. (6) Given the reactants [NH:1]1[CH2:4][CH:3]([C:5]2[NH:9][C:8]3[CH:10]=[CH:11][C:12]([CH3:14])=[CH:13][C:7]=3[N:6]=2)[CH2:2]1.[Cl:15][C:16]1[CH:17]=[N:18][CH:19]=[C:20]([Cl:23])[C:21]=1Cl.CCN(CC)CC, predict the reaction product. The product is: [Cl:15][C:16]1[CH:17]=[N:18][CH:19]=[C:20]([Cl:23])[C:21]=1[N:1]1[CH2:4][CH:3]([C:5]2[NH:9][C:8]3[CH:10]=[CH:11][C:12]([CH3:14])=[CH:13][C:7]=3[N:6]=2)[CH2:2]1. (7) The product is: [CH2:1]([O:3][C:4](=[O:30])[CH2:5][O:6][C:7]1[CH:12]=[CH:11][C:10]([O:13][CH2:14][C:15]2[S:16][C:17]([Br:28])=[C:18]([C:20]3[CH:25]=[CH:24][C:23]4[O:26][CH2:27][CH2:33][O:34][C:22]=4[CH:21]=3)[N:19]=2)=[CH:9][C:8]=1[CH3:29])[CH3:2]. Given the reactants [CH2:1]([O:3][C:4](=[O:30])[CH2:5][O:6][C:7]1[CH:12]=[CH:11][C:10]([O:13][CH2:14][C:15]2[S:16][C:17]([Br:28])=[C:18]([C:20]3[CH:25]=[CH:24][C:23]([O:26][CH3:27])=[CH:22][CH:21]=3)[N:19]=2)=[CH:9][C:8]=1[CH3:29])[CH3:2].BrC[C:33](C1C=CC(OC)=CC=1)=[O:34], predict the reaction product. (8) Given the reactants [Cl:1][C:2]1[CH:9]=[CH:8][CH:7]=[CH:6][C:3]=1[CH:4]=[O:5].C1(CC([CH:16]2[CH2:21][CH2:20][O:19][CH2:18][CH2:17]2)O)CC1, predict the reaction product. The product is: [Cl:1][C:2]1[CH:9]=[CH:8][CH:7]=[CH:6][C:3]=1[CH:4]([CH:16]1[CH2:21][CH2:20][O:19][CH2:18][CH2:17]1)[OH:5]. (9) Given the reactants [C:1]([O:5][N:6]=[C:7]1[CH2:12][CH2:11][N:10](C(O)=O)[CH2:9][CH2:8]1)([CH3:4])([CH3:3])[CH3:2].Cl.O1CCOCC1.C(=O)([O-])O.[Na+], predict the reaction product. The product is: [C:1]([O:5][N:6]=[C:7]1[CH2:8][CH2:9][NH:10][CH2:11][CH2:12]1)([CH3:4])([CH3:2])[CH3:3].